This data is from Reaction yield outcomes from USPTO patents with 853,638 reactions. The task is: Predict the reaction yield, written as a fraction of the theoretical maximum amount of product (1.0 means a 100% yield; for example, 0.34 means a 34% yield). (1) The product is [CH2:28]([O:30][C:31](=[O:36])[CH2:32][CH2:33][CH2:34][N:18]1[CH2:19][CH2:20][CH:15]([O:14][CH:1]([C:8]2[CH:13]=[CH:12][CH:11]=[CH:10][CH:9]=2)[C:2]2[CH:3]=[CH:4][CH:5]=[CH:6][CH:7]=2)[CH2:16][CH2:17]1)[CH3:29]. The catalyst is C(C(C)=O)C(C)C. The yield is 0.660. The reactants are [CH:1]([O:14][CH:15]1[CH2:20][CH2:19][NH:18][CH2:17][CH2:16]1)([C:8]1[CH:13]=[CH:12][CH:11]=[CH:10][CH:9]=1)[C:2]1[CH:7]=[CH:6][CH:5]=[CH:4][CH:3]=1.C([O-])(O)=O.[Na+].[I-].[K+].[CH2:28]([O:30][C:31](=[O:36])[CH2:32][CH2:33][CH2:34]Cl)[CH3:29]. (2) The reactants are [CH:1]([C@H:4]1[CH2:8][O:7][C:6](=[O:9])[N:5]1[C:10]1[CH:15]=[CH:14][N:13]=[C:12]([NH:16][C@H:17]([C:19]2[CH:41]=[CH:40][C:22]([CH2:23][N:24]3[CH2:29][CH2:28][N:27](C(OCC4C=CC=CC=4)=O)[CH2:26][CH2:25]3)=[CH:21][CH:20]=2)[CH3:18])[N:11]=1)([CH3:3])[CH3:2].[H][H]. The catalyst is C(O)C.[Pd]. The product is [CH:1]([C@H:4]1[CH2:8][O:7][C:6](=[O:9])[N:5]1[C:10]1[CH:15]=[CH:14][N:13]=[C:12]([NH:16][C@H:17]([C:19]2[CH:41]=[CH:40][C:22]([CH2:23][N:24]3[CH2:29][CH2:28][NH:27][CH2:26][CH2:25]3)=[CH:21][CH:20]=2)[CH3:18])[N:11]=1)([CH3:2])[CH3:3]. The yield is 0.672. (3) The reactants are [Br:1][C:2]1[CH:7]=[CH:6][C:5]([NH:8][C:9](=[O:14])[C:10]([CH3:13])([CH3:12])[CH3:11])=[C:4]([C:15]2[N:20]=[CH:19][CH:18]=[CH:17][N:16]=2)[CH:3]=1.[N+:21]([O-])([OH:23])=[O:22].CO. The catalyst is C(O)(C(F)(F)F)=O.O. The product is [Br:1][C:2]1[CH:3]=[C:4]([C:15]2[N:16]=[CH:17][CH:18]=[CH:19][N:20]=2)[C:5]([NH:8][C:9](=[O:14])[C:10]([CH3:12])([CH3:13])[CH3:11])=[C:6]([N+:21]([O-:23])=[O:22])[CH:7]=1. The yield is 0.810. (4) The reactants are [BH4-].[Na+].[CH3:3][O:4][C:5]([C:7]1[S:11][C:10]2[CH:12]=[C:13]([C:16]3[S:17][CH:18]=[CH:19][C:20]=3[CH:21]=[O:22])[CH:14]=[CH:15][C:9]=2[C:8]=1[O:23][CH2:24][C:25]([O:27][CH2:28][CH3:29])=[O:26])=[O:6].O. The catalyst is C1COCC1. The product is [CH3:3][O:4][C:5]([C:7]1[S:11][C:10]2[CH:12]=[C:13]([C:16]3[S:17][CH:18]=[CH:19][C:20]=3[CH2:21][OH:22])[CH:14]=[CH:15][C:9]=2[C:8]=1[O:23][CH2:24][C:25]([O:27][CH2:28][CH3:29])=[O:26])=[O:6]. The yield is 0.450. (5) The reactants are Cl[C:2]1[N:7]=[C:6]([N:8]2[CH2:13][CH2:12][O:11][CH2:10][CH2:9]2)[N:5]=[C:4]([N:14]2[CH:19]3[CH2:20][CH2:21][CH:15]2[CH2:16][O:17][CH2:18]3)[N:3]=1.[NH2:22][C:23]1[CH:28]=[CH:27][C:26](B2OC(C)(C)C(C)(C)O2)=[CH:25][CH:24]=1.C([O-])([O-])=O.[Na+].[Na+]. The catalyst is C1C=CC([P]([Pd]([P](C2C=CC=CC=2)(C2C=CC=CC=2)C2C=CC=CC=2)([P](C2C=CC=CC=2)(C2C=CC=CC=2)C2C=CC=CC=2)[P](C2C=CC=CC=2)(C2C=CC=CC=2)C2C=CC=CC=2)(C2C=CC=CC=2)C2C=CC=CC=2)=CC=1.COCCOC. The product is [N:8]1([C:6]2[N:5]=[C:4]([N:14]3[CH:19]4[CH2:20][CH2:21][CH:15]3[CH2:16][O:17][CH2:18]4)[N:3]=[C:2]([C:26]3[CH:27]=[CH:28][C:23]([NH2:22])=[CH:24][CH:25]=3)[N:7]=2)[CH2:13][CH2:12][O:11][CH2:10][CH2:9]1. The yield is 0.760. (6) The reactants are [CH2:1]([O:8][C:9]1[C:10](=[O:28])[CH:11]=[C:12]([CH2:17][NH:18]S(C2C=CC=CC=2)(=O)=O)[O:13][C:14]=1[CH:15]=[O:16])[C:2]1[CH:7]=[CH:6][CH:5]=[CH:4][CH:3]=1.[S:29](=[O:33])(=O)([OH:31])N.Cl([O-])=O.[Na+].[OH2:38]. The catalyst is CC(C)=O. The product is [C:2]1([S:29]([CH:17]([NH2:18])[C:12]2[O:13][C:14]([C:15]([OH:16])=[O:38])=[C:9]([O:8][CH2:1][C:2]3[CH:3]=[CH:4][CH:5]=[CH:6][CH:7]=3)[C:10](=[O:28])[CH:11]=2)(=[O:33])=[O:31])[CH:7]=[CH:6][CH:5]=[CH:4][CH:3]=1. The yield is 0.878. (7) The reactants are [N:1]1[CH:6]=[CH:5][CH:4]=[CH:3][C:2]=1[C:7]1[NH:11][CH:10]=[C:9]([C:12](OCC)=[O:13])[CH:8]=1.[H-].C([Al+]CC(C)C)C(C)C.O.S([O-])([O-])(=O)=O.[Mg+2]. The catalyst is O1CCCC1.C1(C)C=CC=CC=1. The product is [N:1]1[CH:6]=[CH:5][CH:4]=[CH:3][C:2]=1[C:7]1[NH:11][CH:10]=[C:9]([CH2:12][OH:13])[CH:8]=1. The yield is 0.880.